From a dataset of Forward reaction prediction with 1.9M reactions from USPTO patents (1976-2016). Predict the product of the given reaction. (1) Given the reactants [NH:1]([C:8]1[N:13]=[C:12]([CH:14]=O)[CH:11]=[CH:10][N:9]=1)[C:2]1[CH:7]=[CH:6][CH:5]=[CH:4][CH:3]=1.Cl.[NH2:17][OH:18].N1C=CC=CC=1, predict the reaction product. The product is: [NH:1]([C:8]1[N:13]=[C:12]([CH:14]=[N:17][OH:18])[CH:11]=[CH:10][N:9]=1)[C:2]1[CH:7]=[CH:6][CH:5]=[CH:4][CH:3]=1. (2) Given the reactants [CH3:1][O:2][C:3]([C:5]1[C@H:6]([C:16]2[CH:21]=[CH:20][CH:19]=[C:18]([N+:22]([O-:24])=[O:23])[CH:17]=2)[C:7]([C:13](O)=[O:14])=[C:8]([CH3:12])[NH:9][C:10]=1[CH3:11])=[O:4].C(Cl)(=O)C(Cl)=O.[CH3:31][C:32]1([OH:45])[CH2:36][CH2:35][N:34]([CH:37]([C:39]2[CH:44]=[CH:43][CH:42]=[CH:41][CH:40]=2)[CH3:38])[CH2:33]1.CCN(C(C)C)C(C)C, predict the reaction product. The product is: [CH3:12][C:8]1[NH:9][C:10]([CH3:11])=[C:5]([C:3]([O:2][CH3:1])=[O:4])[C@H:6]([C:16]2[CH:21]=[CH:20][CH:19]=[C:18]([N+:22]([O-:24])=[O:23])[CH:17]=2)[C:7]=1[C:13]([O:45][C:32]1([CH3:31])[CH2:36][CH2:35][N:34]([CH:37]([C:39]2[CH:44]=[CH:43][CH:42]=[CH:41][CH:40]=2)[CH3:38])[CH2:33]1)=[O:14]. (3) Given the reactants [F:1][C:2]1([CH2:10][OH:11])[CH2:7][CH2:6][C:5]([F:9])([F:8])[CH2:4][CH2:3]1.C(N(CC)CC)C.[F:19][C:20]([F:33])([F:32])[S:21](O[S:21]([C:20]([F:33])([F:32])[F:19])(=[O:23])=[O:22])(=[O:23])=[O:22], predict the reaction product. The product is: [F:19][C:20]([F:33])([F:32])[S:21]([O:11][CH2:10][C:2]1([F:1])[CH2:3][CH2:4][C:5]([F:9])([F:8])[CH2:6][CH2:7]1)(=[O:23])=[O:22]. (4) Given the reactants C([N:4]1[CH:8]=[C:7]([C:9]2[N:31]([S:32]([C:35]3[CH:41]=[CH:40][C:38]([CH3:39])=[CH:37][CH:36]=3)(=[O:34])=[O:33])[C:12]3=[N:13][CH:14]=[C:15]([Cl:30])[C:16]([C:17]4[S:21][C:20]([C:22]5([O:26][CH2:27][O:28][CH3:29])[CH2:25][CH2:24][CH2:23]5)=[N:19][CH:18]=4)=[C:11]3[CH:10]=2)[CH:6]=[N:5]1)C=C.[CH3:42][C:43]([CH3:45])=[O:44].C[N+]1([O-])CC[O:50]CC1, predict the reaction product. The product is: [Cl:30][C:15]1[C:16]([C:17]2[S:21][C:20]([C:22]3([O:26][CH2:27][O:28][CH3:29])[CH2:23][CH2:24][CH2:25]3)=[N:19][CH:18]=2)=[C:11]2[CH:10]=[C:9]([C:7]3[CH:6]=[N:5][N:4]([CH2:42][CH:43]([OH:44])[CH2:45][OH:50])[CH:8]=3)[N:31]([S:32]([C:35]3[CH:41]=[CH:40][C:38]([CH3:39])=[CH:37][CH:36]=3)(=[O:34])=[O:33])[C:12]2=[N:13][CH:14]=1. (5) Given the reactants [CH3:1][N:2]1[CH:6]=[C:5]([C:7]2[CH:8]=[C:9]3[C:14](=[CH:15][CH:16]=2)[N:13]([C:17]2[C:21]4[CH2:22][NH:23][CH2:24][CH2:25][C:20]=4[N:19]([CH:26]4[CH2:31][CH2:30][O:29][CH2:28][CH2:27]4)[N:18]=2)[CH2:12][CH2:11][CH2:10]3)[CH:4]=[N:3]1.Br[C:33]1[S:34][CH:35]=[N:36][N:37]=1.C(O[Na])(C)(C)C.O1CCOCC1, predict the reaction product. The product is: [CH3:1][N:2]1[CH:6]=[C:5]([C:7]2[CH:8]=[C:9]3[C:14](=[CH:15][CH:16]=2)[N:13]([C:17]2[C:21]4[CH2:22][N:23]([C:33]5[S:34][CH:35]=[N:36][N:37]=5)[CH2:24][CH2:25][C:20]=4[N:19]([CH:26]4[CH2:31][CH2:30][O:29][CH2:28][CH2:27]4)[N:18]=2)[CH2:12][CH2:11][CH2:10]3)[CH:4]=[N:3]1. (6) Given the reactants Br[C:2]1[CH:10]=[C:9]2[C:5]([C:6]([C:11]3[CH:16]=[CH:15][C:14]([F:17])=[CH:13][CH:12]=3)=[N:7][NH:8]2)=[CH:4][CH:3]=1.[CH:18]1([NH:21][C:22](=[O:39])[C:23]2[CH:28]=[CH:27][C:26]([CH3:29])=[C:25](B3OC(C)(C)C(C)(C)O3)[CH:24]=2)[CH2:20][CH2:19]1.C(=O)([O-])O.[Na+], predict the reaction product. The product is: [CH:18]1([NH:21][C:22](=[O:39])[C:23]2[CH:28]=[CH:27][C:26]([CH3:29])=[C:25]([C:2]3[CH:10]=[C:9]4[C:5]([C:6]([C:11]5[CH:16]=[CH:15][C:14]([F:17])=[CH:13][CH:12]=5)=[N:7][NH:8]4)=[CH:4][CH:3]=3)[CH:24]=2)[CH2:19][CH2:20]1.